This data is from Catalyst prediction with 721,799 reactions and 888 catalyst types from USPTO. The task is: Predict which catalyst facilitates the given reaction. (1) Product: [CH:18]1([C:17]2[N:10]3[C:11]([C:12](=[O:14])[NH:13][C:8]([C:6]4[CH:7]=[C:2]([NH:1][C:39]([NH:38][S:35]([C:32]5[CH:33]=[CH:34][C:29]([F:28])=[CH:30][CH:31]=5)(=[O:36])=[O:37])=[O:40])[CH:3]=[CH:4][C:5]=4[O:24][CH2:25][CH2:26][CH3:27])=[N:9]3)=[C:15]([CH3:23])[N:16]=2)[CH2:22][CH2:21][CH2:20][CH2:19]1. The catalyst class is: 7. Reactant: [NH2:1][C:2]1[CH:3]=[CH:4][C:5]([O:24][CH2:25][CH2:26][CH3:27])=[C:6]([C:8]2[NH:13][C:12](=[O:14])[C:11]3=[C:15]([CH3:23])[N:16]=[C:17]([CH:18]4[CH2:22][CH2:21][CH2:20][CH2:19]4)[N:10]3[N:9]=2)[CH:7]=1.[F:28][C:29]1[CH:34]=[CH:33][C:32]([S:35]([N:38]=[C:39]=[O:40])(=[O:37])=[O:36])=[CH:31][CH:30]=1. (2) Reactant: [ClH:1].[CH3:2][O:3][C:4]1[CH:13]=[CH:12][CH:11]=[C:10]2[C:5]=1[CH2:6][CH2:7][CH:8]([NH2:14])[CH2:9]2.[C:15]([O-])(=O)[CH3:16].[Na+].[C:20](O[BH-](OC(=O)C)OC(=O)C)(=O)C.[Na+].[OH-].[Na+].Cl. Product: [ClH:1].[CH3:2][O:3][C:4]1[CH:13]=[CH:12][CH:11]=[C:10]2[C:5]=1[CH2:6][CH2:7][C@H:8]([NH:14][CH2:20][CH2:15][CH3:16])[CH2:9]2. The catalyst class is: 506. (3) Reactant: [N:1]1[CH:6]=[CH:5][CH:4]=[CH:3][C:2]=1[CH2:7][NH:8][CH2:9][C:10]1[CH:15]=[CH:14][C:13](/[CH:16]=[CH:17]/[CH:18]([C:23]2[CH:28]=[C:27]([Cl:29])[C:26]([Cl:30])=[C:25]([Cl:31])[CH:24]=2)[C:19]([F:22])([F:21])[F:20])=[CH:12][C:11]=1[C:32]([F:35])([F:34])[F:33].CCN(CC)CC.[CH:43]1([C:46](Cl)=[O:47])[CH2:45][CH2:44]1. Product: [N:1]1[CH:6]=[CH:5][CH:4]=[CH:3][C:2]=1[CH2:7][N:8]([CH2:9][C:10]1[CH:15]=[CH:14][C:13](/[CH:16]=[CH:17]/[CH:18]([C:23]2[CH:28]=[C:27]([Cl:29])[C:26]([Cl:30])=[C:25]([Cl:31])[CH:24]=2)[C:19]([F:22])([F:21])[F:20])=[CH:12][C:11]=1[C:32]([F:35])([F:34])[F:33])[C:46]([CH:43]1[CH2:45][CH2:44]1)=[O:47]. The catalyst class is: 2. (4) Reactant: Cl[C:2]1[N:6]([CH2:7][CH2:8][CH2:9][C:10]([O:12][CH2:13][CH3:14])=[O:11])[C:5]2[C:15]([CH:20]([CH2:23][CH3:24])[CH2:21][CH3:22])=[CH:16][CH:17]=[C:18]([Cl:19])[C:4]=2[N:3]=1.[Cl:25][C:26]1[CH:32]=[CH:31][C:29]([NH2:30])=[CH:28][CH:27]=1. Product: [Cl:19][C:18]1[C:4]2[N:3]=[C:2]([NH:30][C:29]3[CH:31]=[CH:32][C:26]([Cl:25])=[CH:27][CH:28]=3)[N:6]([CH2:7][CH2:8][CH2:9][C:10]([O:12][CH2:13][CH3:14])=[O:11])[C:5]=2[C:15]([CH:20]([CH2:23][CH3:24])[CH2:21][CH3:22])=[CH:16][CH:17]=1. The catalyst class is: 435. (5) Reactant: [OH:1][N:2]1[C:5](=[O:6])[C@@H:4]([NH:7]C(=O)OC(C)(C)C)[C:3]1([CH3:16])[CH3:15].C([SiH](CC)CC)C.C(O)(C(F)(F)F)=O. Product: [NH2:7][C@H:4]1[C:3]([CH3:16])([CH3:15])[N:2]([OH:1])[C:5]1=[O:6]. The catalyst class is: 2. (6) Reactant: [CH2:1]([N:3]([CH2:33][CH3:34])[C:4]1[N:9]=[C:8]([NH:10][CH:11]([CH2:19][C:20]2[CH:25]=[CH:24][C:23]([O:26][C:27](=[O:31])[N:28]([CH3:30])[CH3:29])=[CH:22][CH:21]=2)[C:12]([O:14][C:15]([CH3:18])([CH3:17])[CH3:16])=[O:13])[C:7]([NH2:32])=[CH:6][N:5]=1)[CH3:2].[F:35][C:36]1[CH:41]=[CH:40][C:39]([S:42](Cl)(=[O:44])=[O:43])=[CH:38][CH:37]=1.CN(C)CCCN. Product: [CH2:33]([N:3]([CH2:1][CH3:2])[C:4]1[N:9]=[C:8]([NH:10][CH:11]([CH2:19][C:20]2[CH:25]=[CH:24][C:23]([O:26][C:27](=[O:31])[N:28]([CH3:29])[CH3:30])=[CH:22][CH:21]=2)[C:12]([O:14][C:15]([CH3:18])([CH3:16])[CH3:17])=[O:13])[C:7]([NH:32][S:42]([C:39]2[CH:40]=[CH:41][C:36]([F:35])=[CH:37][CH:38]=2)(=[O:44])=[O:43])=[CH:6][N:5]=1)[CH3:34]. The catalyst class is: 17.